Predict the product of the given reaction. From a dataset of Forward reaction prediction with 1.9M reactions from USPTO patents (1976-2016). (1) Given the reactants C(Cl)(=O)C(Cl)=O.[C:7]1([CH2:13][N:14]2[CH2:19][CH2:18][O:17][CH:16]([C:20]([OH:22])=O)[CH2:15]2)[CH:12]=[CH:11][CH:10]=[CH:9][CH:8]=1.CN(C=O)C.C(N(CC)CC)C.[NH2:35][CH:36]([CH3:45])[C:37]([C:39]1[CH:44]=[CH:43][CH:42]=[CH:41][CH:40]=1)=[O:38], predict the reaction product. The product is: [CH3:45][CH:36]([NH:35][C:20]([CH:16]1[O:17][CH2:18][CH2:19][N:14]([CH2:13][C:7]2[CH:8]=[CH:9][CH:10]=[CH:11][CH:12]=2)[CH2:15]1)=[O:22])[C:37](=[O:38])[C:39]1[CH:40]=[CH:41][CH:42]=[CH:43][CH:44]=1. (2) Given the reactants [C:1]1([C@H:7]([NH:9][C:10]2[C:15]([N+:16]([O-])=O)=CN=[C:12]([C:19]3[CH:28]=[CH:27][CH:26]=[C:25]4[C:20]=3[CH:21]=[CH:22][CH:23]=[N:24]4)[CH:11]=2)[CH3:8])[CH:6]=[CH:5][CH:4]=[CH:3][CH:2]=1.C1([C@H](NC2C=C(C3C=CC=C4C=3C=CC=N4)N=C[C:39]=2[NH2:54])C)C=CC=CC=1.[H][H].[CH2:57]([OH:59])C, predict the reaction product. The product is: [C:1]1([C@H:7]([N:9]2[C:10]3[C:15](=[N:54][CH:39]=[C:12]([C:19]4[CH:28]=[CH:27][CH:26]=[C:25]5[C:20]=4[CH:21]=[CH:22][CH:23]=[N:24]5)[CH:11]=3)[NH:16][C:57]2=[O:59])[CH3:8])[CH:2]=[CH:3][CH:4]=[CH:5][CH:6]=1. (3) The product is: [OH:23][CH2:22][CH2:24][NH:25][C:3]1[N:4]=[N:5][C:6]([C:20]#[N:21])=[C:7]([N:9]2[CH2:15][CH2:14][C:13]3[CH:16]=[CH:17][CH:18]=[CH:19][C:12]=3[CH2:11][CH2:10]2)[N:8]=1. Given the reactants CS[C:3]1[N:4]=[N:5][C:6]([C:20]#[N:21])=[C:7]([N:9]2[CH2:15][CH2:14][C:13]3[CH:16]=[CH:17][CH:18]=[CH:19][C:12]=3[CH2:11][CH2:10]2)[N:8]=1.[CH2:22]([CH2:24][NH2:25])[OH:23], predict the reaction product. (4) Given the reactants [CH3:1][O:2][C:3]1[CH:8]=[CH:7][C:6]([C:9]2[S:13][C:12]([C:14]([NH:16][C:17]3([C:24]([O:26]C)=[O:25])[CH2:23][CH2:22][CH2:21][CH2:20][CH2:19][CH2:18]3)=[O:15])=[C:11]([NH:28][C:29]([NH:31][C:32]3[C:37]([CH3:38])=[CH:36][C:35]([CH3:39])=[CH:34][C:33]=3[CH3:40])=[O:30])[CH:10]=2)=[CH:5][CH:4]=1.[OH-].[Li+], predict the reaction product. The product is: [CH3:1][O:2][C:3]1[CH:4]=[CH:5][C:6]([C:9]2[S:13][C:12]([C:14]([NH:16][C:17]3([C:24]([OH:26])=[O:25])[CH2:18][CH2:19][CH2:20][CH2:21][CH2:22][CH2:23]3)=[O:15])=[C:11]([NH:28][C:29]([NH:31][C:32]3[C:37]([CH3:38])=[CH:36][C:35]([CH3:39])=[CH:34][C:33]=3[CH3:40])=[O:30])[CH:10]=2)=[CH:7][CH:8]=1. (5) The product is: [NH2:32][C:33]1[C:34]([C:40]([O:42][CH3:43])=[O:41])=[N:35][C:36]([C:9]2[CH:14]=[CH:13][C:12]([S:15]([CH:18]3[CH2:23][CH2:22][CH2:21][N:20]([C:24]([O:26][C:27]([CH3:29])([CH3:30])[CH3:28])=[O:25])[CH2:19]3)(=[O:17])=[O:16])=[CH:11][CH:10]=2)=[CH:37][N:38]=1. Given the reactants CC1(C)C(C)(C)OB([C:9]2[CH:14]=[CH:13][C:12]([S:15]([CH:18]3[CH2:23][CH2:22][CH2:21][N:20]([C:24]([O:26][C:27]([CH3:30])([CH3:29])[CH3:28])=[O:25])[CH2:19]3)(=[O:17])=[O:16])=[CH:11][CH:10]=2)O1.[NH2:32][C:33]1[C:34]([C:40]([O:42][CH3:43])=[O:41])=[N:35][C:36](Br)=[CH:37][N:38]=1.[O-]P([O-])([O-])=O.[K+].[K+].[K+].CC#N, predict the reaction product.